From a dataset of Peptide-MHC class II binding affinity with 134,281 pairs from IEDB. Regression. Given a peptide amino acid sequence and an MHC pseudo amino acid sequence, predict their binding affinity value. This is MHC class II binding data. (1) The peptide sequence is KTHVQLSLPVLQVRD. The MHC is DRB1_0101 with pseudo-sequence DRB1_0101. The binding affinity (normalized) is 1.00. (2) The peptide sequence is VPTSWVPQGRTTWSI. The MHC is DRB1_0301 with pseudo-sequence DRB1_0301. The binding affinity (normalized) is 0.290. (3) The peptide sequence is EKKYFAADQFEPLAA. The MHC is HLA-DPA10103-DPB10401 with pseudo-sequence HLA-DPA10103-DPB10401. The binding affinity (normalized) is 0.924. (4) The peptide sequence is GELQIVDKIDAAWKI. The MHC is DRB1_1302 with pseudo-sequence DRB1_1302. The binding affinity (normalized) is 0.794. (5) The peptide sequence is YANYRDIDLGRNEVV. The MHC is DRB1_0401 with pseudo-sequence DRB1_0401. The binding affinity (normalized) is 0.442. (6) The peptide sequence is SDSWLKDSAIMVASD. The MHC is DRB1_0901 with pseudo-sequence DRB1_0901. The binding affinity (normalized) is 0.637.